This data is from Experimentally validated miRNA-target interactions with 360,000+ pairs, plus equal number of negative samples. The task is: Binary Classification. Given a miRNA mature sequence and a target amino acid sequence, predict their likelihood of interaction. (1) The miRNA is hsa-miR-6503-5p with sequence AGGUCUGCAUUCAAAUCCCCAGA. The protein sequence of the target gene is MAAEEEEVDSADTGERSGWLTGWLPTWCPTSISHLKEAEEKMLKCVPCTYKKEPVRISNGNKIWTLKFSHNISNKTPLVLLHGFGGGLGLWALNFGDLCTNRPVYAFDLLGFGRSSRPRFDSDAEEVENQFVESIEEWRCALGLDKMILLGHNLGGFLAAAYSLKYPSRVNHLILVEPWGFPERPDLADQDRPIPVWIRALGAALTPFNPLAGLRIAGPFGLSLVQRLRPDFKRKYSSMFEDDTVTEYIYHCNVQTPSGETAFKNMTIPYGWAKRPMLQRIGKMHPDIPVSVIFGARSCI.... Result: 0 (no interaction). (2) Result: 0 (no interaction). The miRNA is hsa-miR-99b-5p with sequence CACCCGUAGAACCGACCUUGCG. The protein sequence of the target gene is MTAASRANPYSIVSSEEDGLHLVTMSGANGFGNGKVHTRRRCRNRFVKKNGQCNIEFANMDEKSQRYLADMFTTCVDIRWRYMLLIFSLAFLASWLLFGIIFWVIAVAHGDLEPAEGRGRTPCVMQVHGFMAAFLFSIETQTTIGYGLRCVTEECPVAVFMVVAQSIVGCIIDSFMIGAIMAKMARPKKRAQTLLFSHNAVVALRDGKLCLMWRVGNLRKSHIVEAHVRAQLIKPRVTEEGEYIPLDQIDIDVGFDKGLDRIFLVSPITILHEIDEASPLFGISRQDLETDDFEIVVILE.... (3) The miRNA is mmu-miR-654-3p with sequence UAUGUCUGCUGACCAUCACCUU. The protein sequence of the target gene is MALAMQSSEFQFAQRLASSEKGVRDRAVRKLRQYLSARTQSDTGSFSQEELLKIWKGLFYCMWVQDEPLLQEELANIISQLIHVVNSLEAQYLFIQTFWQTMNREWQGIDKLQLDKYYMLIRLVLRQSFEVLKRNAWEESQITLFLDILMKEILSPESQSPNGVRTHLIDVYLEELTTVGGAELLADQNLKLIDPFCRIAAKTKDHTLVQTVARGVFEVIVDQSACVPQESVEERKTKEDGSGFPTKALACRKAVSGKKAALDECLRDGVIGSRERDICAALKDSGSPLQFDYKAVADRL.... Result: 0 (no interaction). (4) The miRNA is hsa-miR-6823-3p with sequence UGAGCCUCUCCUUCCCUCCAG. Result: 0 (no interaction). The protein sequence of the target gene is MSHHWGYSKHNGPENWHKDFPIANGDRQSPVDIDTATAQHDPALQPLLISYDKAASKSIVNNGHSFNVEFDDSQDNAVLKGGPLSDSYRLIQFHFHWGSSDGQGSEHTVNKKKYAAELHLVHWNTKYGDFGKAVQQPDGLAVLGIFLKIGPASQGLQKVLEALHSIKTKGKRAAFANFDPCSLLPGNLDYWTYPGSLTTPPLLECVTWIVLREPITVSSEQMSHFRTLNFNEEGDAEEAMVDNWRPAQPLKNRKIKASFK. (5) The miRNA is hsa-miR-30a-3p with sequence CUUUCAGUCGGAUGUUUGCAGC. The protein sequence of the target gene is MLFRARGPVRGRGWGRPAEAPRRGRSPPWSPAWICCWALAGCQAAWAGDLPSSSSRPLPPCQEKDYHFEYTECDSSGSRWRVAIPNSAVDCSGLPDPVRGKECTFSCASGEYLEMKNQVCSKCGEGTYSLGSGIKFDEWDELPAGFSNIATFMDTVVGPSDSRPDGCNNSSWIPRGNYIESNRDDCTVSLIYAVHLKKSGYVFFEYQYVDNNIFFEFFIQNDQCQEMDTTTDKWVKLTDNGEWGSHSVMLKSGTNILYWRTTGILMGSKAVKPVLVKNITIEGVAYTSECFPCKPGTFSN.... Result: 1 (interaction). (6) Result: 0 (no interaction). The miRNA is hsa-miR-517b-3p with sequence AUCGUGCAUCCCUUUAGAGUGU. The protein sequence of the target gene is MPFPVTTQGSQQTQPPQKHYGITSPISLAAPKETDCVLTQKLIETLKPFGVFEEEEELQRRILILGKLNNLVKEWIREISESKNLPQSVIENVGGKIFTFGSYRLGVHTKGADIDALCVAPRHVDRSDFFTSFYDKLKLQEEVKDLRAVEEAFVPVIKLCFDGIEIDILFARLALQTIPEDLDLRDDSLLKNLDIRCIRSLNGCRVTDEILHLVPNIDNFRLTLRAIKLWAKRHNIYSNILGFLGGVSWAMLVARTCQLYPNAIASTLVHKFFLVFSKWEWPNPVLLKQPEECNLNLPVW.... (7) The miRNA is hsa-miR-6823-5p with sequence UCAGGGUUGGUAGGGGUUGCU. The protein sequence of the target gene is MMLRWSGVWGFHPPRIFPSLLVVVALVGLLPVLRSHGLQHSPTASTIRGSEPPRERSIGDVTTAPSEPLHRPDDHNLTNLIIEHGGKPSRKAFPVLDIDYPHVRTPFEISLWILLACLMKIGFHVIPTISSIVPESCLLIVVGLLVGGLIKGVGETPPFLQSDVFFLFLLPPIILDAGYFLPLRQFTENLGTILIFAVVGTLWNAFFLGGLLYAVCLVGGEQINNIGLLDTLLFGSIISAVDPVAVLAVFEEIHINELLHILVFGESLLNDAVTVVLYHLFEEFASYDSVGISDIFLGFL.... Result: 0 (no interaction). (8) The miRNA is hsa-miR-6514-5p with sequence UAUGGAGUGGACUUUCAGCUGGC. The protein sequence of the target gene is MSKKKGLSAEEKRTRMMEIFSETKDVFQLKDLEKIAPKEKGITAMSVKEVLQSLVDDGMVDCERIGTSNYYWAFPSKALHARKHKLEVLESQLSEGSQKHASLQKSIEKAKIGRCETEERTRLAKELSSLRDQREQLKAEVEKYKDCDPQVVEEIRQANKVAKEAANRWTDNIFAIKSWAKRKFGFEENKIDRTFGIPEDFDYID. Result: 0 (no interaction). (9) The miRNA is hsa-miR-4636 with sequence AACUCGUGUUCAAAGCCUUUAG. The protein sequence of the target gene is METLSQDSLLECQICFNYYSPRRRPKLLDCKHTCCSVCLQQMRTSQKDVRCPWCRGVTKLPPGFSVSQLPDDPEVLAVIAIPHTSEHTPVFIKLPSNGCYMLPLPISKERALLPGDMGCRLLPGSQQKSVTVVTIPAEQQPLQGGAPQEAVEEEQDRRGVVKSSTWSGVCTVILVACVLVFLLGIVLHNMSCISKRFTVISCG. Result: 0 (no interaction). (10) The miRNA is hsa-miR-4510 with sequence UGAGGGAGUAGGAUGUAUGGUU. The protein sequence of the target gene is MAELQLDPAMAGLGGGGGSGVGDGGGPVRGPPSPRPAGPTPRGHGRPAAAVAQPLEPGPGPPERAGGGGAARWVRLNVGGTYFVTTRQTLGREPKSFLCRLCCQEDPELDSDKDETGAYLIDRDPTYFGPILNYLRHGKLIITKELAEEGVLEEAEFYNIASLVRLVKERIRDNENRTSQGPVKHVYRVLQCQEEELTQMVSTMSDGWKFEQLISIGSSYNYGNEDQAEFLCVVSRELNNSTNGIVIEPSEKAKILQERGSRM. Result: 1 (interaction).